Dataset: Reaction yield outcomes from USPTO patents with 853,638 reactions. Task: Predict the reaction yield, written as a fraction of the theoretical maximum amount of product (1.0 means a 100% yield; for example, 0.34 means a 34% yield). (1) The reactants are [Cl:1][C:2]1[CH:9]=[CH:8][C:5]([CH:6]=O)=[CH:4][CH:3]=1.[CH3:10][C:11]([S@@:14]([NH2:16])=[O:15])([CH3:13])[CH3:12].CC([S@](N)=O)(C)C.C(Cl)Cl. The catalyst is O1CCCC1.CC(C)[O-].CC(C)[O-].CC(C)[O-].CC(C)[O-].[Ti+4].O. The product is [Cl:1][C:2]1[CH:9]=[CH:8][C:5](/[CH:6]=[N:16]/[S:14]([C:11]([CH3:13])([CH3:12])[CH3:10])=[O:15])=[CH:4][CH:3]=1. The yield is 0.787. (2) The reactants are [C:1]1([C:13]2[CH:18]=[CH:17][CH:16]=[CH:15][CH:14]=2)[CH:6]=[CH:5][C:4]([CH2:7][CH2:8][CH2:9][CH2:10][CH2:11]O)=[CH:3][CH:2]=1.C(Br)(Br)(Br)[Br:20].C1(P(C2C=CC=CC=2)C2C=CC=CC=2)C=CC=CC=1. The catalyst is C(Cl)Cl. The product is [Br:20][CH2:11][CH2:10][CH2:9][CH2:8][CH2:7][C:4]1[CH:5]=[CH:6][C:1]([C:13]2[CH:18]=[CH:17][CH:16]=[CH:15][CH:14]=2)=[CH:2][CH:3]=1. The yield is 0.990. (3) The catalyst is C1COCC1.O. The yield is 0.590. The product is [CH3:36][N:37]([CH2:30][C:26]1[CH:25]=[C:24]([C:4]2[CH:5]=[C:6]3[C:10](=[C:2]([CH3:1])[CH:3]=2)[C:9](=[O:11])[N:8]([CH2:12][C:13]2[CH:14]=[CH:15][C:16]([O:19][C:20]([F:23])([F:22])[F:21])=[CH:17][CH:18]=2)[CH2:7]3)[CH:29]=[N:28][CH:27]=1)[CH3:38]. The reactants are [CH3:1][C:2]1[CH:3]=[C:4]([C:24]2[CH:25]=[C:26]([CH2:30]OS(C)(=O)=O)[CH:27]=[N:28][CH:29]=2)[CH:5]=[C:6]2[C:10]=1[C:9](=[O:11])[N:8]([CH2:12][C:13]1[CH:18]=[CH:17][C:16]([O:19][C:20]([F:23])([F:22])[F:21])=[CH:15][CH:14]=1)[CH2:7]2.[CH3:36][NH:37][CH3:38].